Dataset: Full USPTO retrosynthesis dataset with 1.9M reactions from patents (1976-2016). Task: Predict the reactants needed to synthesize the given product. (1) Given the product [Cl:1][C:2]1[CH:3]=[CH:4][C:5]2[C:15]3[C:10](=[CH:11][N:12]=[C:13]([NH2:16])[CH:14]=3)[CH2:9][O:8][C:6]=2[CH:7]=1, predict the reactants needed to synthesize it. The reactants are: [Cl:1][C:2]1[CH:3]=[CH:4][C:5]2[C:15]3[C:10](=[CH:11][N:12]=[C:13]([NH:16]C(=O)C)[CH:14]=3)[CH2:9][O:8][C:6]=2[CH:7]=1.Cl. (2) Given the product [Si:20]([O:19][C:16]([CH3:17])([CH3:18])[C@H:15]([CH3:27])[C:14]([OH:28])=[O:29])([C:23]([CH3:24])([CH3:25])[CH3:26])([CH3:21])[CH3:22], predict the reactants needed to synthesize it. The reactants are: C([C@@H]1COC(=O)N1[C:14](=[O:28])[C@@H:15]([CH3:27])[C:16]([O:19][Si:20]([C:23]([CH3:26])([CH3:25])[CH3:24])([CH3:22])[CH3:21])([CH3:18])[CH3:17])C1C=CC=CC=1.[OH2:29].[OH-].[Li+].OO. (3) The reactants are: N1C(Cl)=NC(Cl)=NC=1[Cl:3].O[CH2:11][C:12]1[CH:13]=[CH:14][C:15]2[C:28]3[CH2:27][C:26]4[C:21](=[CH:22][C:23](=[O:29])[CH2:24][CH:25]=4)[S:20][C:19]=3[CH:18]=[CH:17][C:16]=2[N:30]=1. Given the product [Cl:3][CH2:11][C:12]1[CH:13]=[CH:14][C:15]2[C:28]3[CH2:27][C:26]4[C:21](=[CH:22][C:23](=[O:29])[CH2:24][CH:25]=4)[S:20][C:19]=3[CH:18]=[CH:17][C:16]=2[N:30]=1, predict the reactants needed to synthesize it. (4) Given the product [CH3:25][O:24][C:7]1[CH:6]=[CH:5][C:4]2[N:3]=[C:2]([NH:38][C:35]3[CH:36]=[N:37][C:32]([N:29]4[CH2:28][CH2:27][O:26][CH2:31][CH2:30]4)=[CH:33][CH:34]=3)[C:11]3[NH:12][N:13]=[CH:14][C:10]=3[C:9]=2[CH:8]=1, predict the reactants needed to synthesize it. The reactants are: Cl[C:2]1[C:11]2=[N:12][N:13](CC3C=CC(OC)=CC=3)[CH:14]=[C:10]2[C:9]2[CH:8]=[C:7]([O:24][CH3:25])[CH:6]=[CH:5][C:4]=2[N:3]=1.[O:26]1[CH2:31][CH2:30][N:29]([C:32]2[N:37]=[CH:36][C:35]([NH2:38])=[CH:34][CH:33]=2)[CH2:28][CH2:27]1.Cl. (5) Given the product [Cl:24][CH2:2][C:3]1[CH:8]=[CH:7][C:6]([C:9]2[N:13]=[N:12][NH:11][C:10]=2[C:14]#[N:15])=[CH:5][CH:4]=1, predict the reactants needed to synthesize it. The reactants are: O[CH2:2][C:3]1[CH:8]=[CH:7][C:6]([C:9]2[N:13]=[N:12][NH:11][C:10]=2[C:14]#[N:15])=[CH:5][CH:4]=1.N1C=CC=CC=1.S(Cl)([Cl:24])=O. (6) Given the product [CH2:34]([NH:31][C:32]([N:18]1[CH2:19][CH2:20][CH2:21][N:15]([C:4]2[C:3]([C:1]#[N:2])=[CH:13][C:7]([C:8]([O:10][CH2:11][CH3:12])=[O:9])=[C:6]([CH3:14])[N:5]=2)[CH2:16][CH2:17]1)=[O:33])[C:35]1[CH:40]=[CH:39][CH:38]=[CH:37][CH:36]=1, predict the reactants needed to synthesize it. The reactants are: [C:1]([C:3]1[C:4]([N:15]2[CH2:21][CH2:20][CH2:19][NH:18][CH2:17][CH2:16]2)=[N:5][C:6]([CH3:14])=[C:7]([CH:13]=1)[C:8]([O:10][CH2:11][CH3:12])=[O:9])#[N:2].CCN(C(C)C)C(C)C.[N:31]([CH2:34][C:35]1[CH:40]=[CH:39][CH:38]=[CH:37][CH:36]=1)=[C:32]=[O:33].CCOC(C)=O. (7) Given the product [F:63][C:62]([F:64])([F:65])[CH2:61][CH:56]([NH:55][C:22]([C:18]1[N:13]2[CH:14]=[C:15]([CH3:17])[CH:16]=[C:11]([O:10][CH2:9][C:4]3[C:3]([F:2])=[CH:8][CH:7]=[CH:6][N:5]=3)[C:12]2=[N:20][C:19]=1[CH3:21])=[O:23])[C:57]([O:59][CH3:60])=[O:58], predict the reactants needed to synthesize it. The reactants are: Cl.[F:2][C:3]1[C:4]([CH2:9][O:10][C:11]2[C:12]3[N:13]([C:18]([C:22](O)=[O:23])=[C:19]([CH3:21])[N:20]=3)[CH:14]=[C:15]([CH3:17])[CH:16]=2)=[N:5][CH:6]=[CH:7][CH:8]=1.CN(C(ON1N=NC2C=CC=CC1=2)=[N+](C)C)C.[B-](F)(F)(F)F.CN1CCOCC1.Cl.[NH2:55][CH:56]([CH2:61][C:62]([F:65])([F:64])[F:63])[C:57]([O:59][CH3:60])=[O:58].